Predict the product of the given reaction. From a dataset of Forward reaction prediction with 1.9M reactions from USPTO patents (1976-2016). (1) The product is: [CH3:10][O:9][C:7]1[CH:8]=[C:3]([O:2][CH3:1])[C:4]([CH3:11])=[CH:5][C:6]=1[CH:19]=[O:20]. Given the reactants [CH3:1][O:2][C:3]1[CH:8]=[C:7]([O:9][CH3:10])[CH:6]=[CH:5][C:4]=1[CH3:11].O=P(Cl)(Cl)Cl.CN(C1C=CC=CC=1)[CH:19]=[O:20], predict the reaction product. (2) The product is: [O:33]1[CH:37]=[N:36][N:35]=[C:34]1[C:38]1[N:43]=[CH:42][N:41]=[C:40]([O:44][C:45]2[CH:46]=[C:47]([NH:48][C:21]([NH:12][C:11]3[CH:13]=[C:14]([C:16]([F:19])([F:17])[F:18])[CH:15]=[C:9]([CH2:8][N:5]4[CH2:6][CH2:7][N:2]([CH3:1])[CH2:3][CH2:4]4)[CH:10]=3)=[O:22])[CH:49]=[CH:50][CH:51]=2)[CH:39]=1. Given the reactants [CH3:1][N:2]1[CH2:7][CH2:6][N:5]([CH2:8][C:9]2[CH:10]=[C:11]([CH:13]=[C:14]([C:16]([F:19])([F:18])[F:17])[CH:15]=2)[NH2:12])[CH2:4][CH2:3]1.Cl[C:21](OC1C=CC([N+]([O-])=O)=CC=1)=[O:22].[O:33]1[CH:37]=[N:36][N:35]=[C:34]1[C:38]1[N:43]=[CH:42][N:41]=[C:40]([O:44][C:45]2[CH:46]=[C:47]([CH:49]=[CH:50][CH:51]=2)[NH2:48])[CH:39]=1.C(N(C(C)C)CC)(C)C, predict the reaction product. (3) The product is: [CH2:3]([C:5]1[N:9]([CH:10]2[CH2:11][CH2:12][N:13]([CH2:21][CH2:22][CH2:23][S:24]([C:27]3[CH:32]=[CH:31][C:30]([F:33])=[CH:29][CH:28]=3)(=[O:26])=[O:25])[CH2:14][CH2:15]2)[C:8]2[CH:16]=[CH:17][CH:18]=[CH:19][C:7]=2[N:6]=1)[CH3:4]. Given the reactants Cl.Cl.[CH2:3]([C:5]1[N:9]([CH:10]2[CH2:15][CH2:14][NH:13][CH2:12][CH2:11]2)[C:8]2[CH:16]=[CH:17][CH:18]=[CH:19][C:7]=2[N:6]=1)[CH3:4].Cl[CH2:21][CH2:22][CH2:23][S:24]([C:27]1[CH:32]=[CH:31][C:30]([F:33])=[CH:29][CH:28]=1)(=[O:26])=[O:25].C1COCC1.CN(C=O)C.C([O-])(O)=O.[Na+], predict the reaction product. (4) Given the reactants [Cl:1][C:2]1[CH:3]=[C:4]([C:9]([OH:11])=[O:10])[CH:5]=[N:6][C:7]=1[OH:8].I[CH:13]([CH3:15])[CH3:14].[C:16]1(C)[CH:21]=CC=C[CH:17]=1, predict the reaction product. The product is: [Cl:1][C:2]1[CH:3]=[C:4]([C:9]([O:11][CH:16]([CH3:21])[CH3:17])=[O:10])[CH:5]=[N:6][C:7]=1[O:8][CH:13]([CH3:15])[CH3:14]. (5) Given the reactants C([O:3][C:4](=[O:20])[CH:5]([O:17][CH2:18][CH3:19])[CH2:6][C:7]1[C:8]([CH3:16])=[C:9]2[C:13](=[CH:14][CH:15]=1)[NH:12][CH:11]=[CH:10]2)C.Cl[CH2:22][C:23]1[N:24]=[C:25]([C:29]2[CH:34]=[CH:33][C:32]([CH:35]([CH3:37])[CH3:36])=[CH:31][CH:30]=2)[O:26][C:27]=1[CH3:28], predict the reaction product. The product is: [CH2:18]([O:17][CH:5]([CH2:6][C:7]1[C:8]([CH3:16])=[C:9]2[C:13](=[CH:14][CH:15]=1)[N:12]([CH2:22][C:23]1[N:24]=[C:25]([C:29]3[CH:30]=[CH:31][C:32]([CH:35]([CH3:37])[CH3:36])=[CH:33][CH:34]=3)[O:26][C:27]=1[CH3:28])[CH:11]=[CH:10]2)[C:4]([OH:3])=[O:20])[CH3:19].